Dataset: Reaction yield outcomes from USPTO patents with 853,638 reactions. Task: Predict the reaction yield, written as a fraction of the theoretical maximum amount of product (1.0 means a 100% yield; for example, 0.34 means a 34% yield). (1) The reactants are [CH3:1][CH2:2][O:3][C:4]([C:6]1[N:7]([C:18]([O:20][C:21]([CH3:24])([CH3:23])[CH3:22])=[O:19])[C:8]2[C:13]([CH:14]=1)=[CH:12][C:11]([Cl:15])=[CH:10][C:9]=2[CH2:16]Br)=[O:5].[C-:25]#[N:26].[Na+].[Cl-].[NH4+]. The catalyst is CS(C)=O. The product is [CH3:1][CH2:2][O:3][C:4]([C:6]1[N:7]([C:18]([O:20][C:21]([CH3:24])([CH3:23])[CH3:22])=[O:19])[C:8]2[C:13]([CH:14]=1)=[CH:12][C:11]([Cl:15])=[CH:10][C:9]=2[CH2:16][C:25]#[N:26])=[O:5]. The yield is 0.360. (2) The reactants are [ClH:1].[C:2]1([CH3:10])[CH:7]=[CH:6][CH:5]=[CH:4][C:3]=1[NH:8][NH2:9].C(N(CC)CC)C.C(O)(C(F)(F)F)=O.[F:25][C:26]([F:44])([F:43])[C:27](=O)[CH2:28][C:29]([C:31]1[CH:41]=[CH:40][C:34]2[O:35][CH2:36][C:37](=[O:39])[NH:38][C:33]=2[CH:32]=1)=O. The catalyst is CC(O)C. The product is [Cl:1][C:6]1[CH:5]=[CH:4][C:3]([N:8]2[C:29]([C:31]3[CH:41]=[CH:40][C:34]4[O:35][CH2:36][C:37](=[O:39])[NH:38][C:33]=4[CH:32]=3)=[CH:28][C:27]([C:26]([F:44])([F:43])[F:25])=[N:9]2)=[C:2]([CH3:10])[CH:7]=1. The yield is 0.730. (3) The reactants are Cl.Cl.[CH3:3][N:4]([CH2:6][C:7]1[CH:8]=[CH:9][C:10]([O:37][CH3:38])=[C:11]([NH:13][C:14]([C@H:16]([NH:28][C:29]([N:31]2[CH2:36][CH2:35][NH:34][CH2:33][CH2:32]2)=[O:30])[C@H:17]([C:19]2[C:27]3[C:22](=[CH:23][CH:24]=[CH:25][CH:26]=3)[NH:21][CH:20]=2)[CH3:18])=[O:15])[CH:12]=1)[CH3:5].[F:39][C:40]1[CH:48]=[CH:47][C:43]([C:44](O)=[O:45])=[CH:42][CH:41]=1.CCN=C=NCCCN(C)C.C1C=CC2N(O)N=NC=2C=1.C(=O)([O-])O.[Na+]. The catalyst is C1COCC1.C(#N)C.C(N(CC)CC)C. The product is [CH3:3][N:4]([CH2:6][C:7]1[CH:8]=[CH:9][C:10]([O:37][CH3:38])=[C:11]([NH:13][C:14]([C@H:16]([NH:28][C:29]([N:31]2[CH2:36][CH2:35][N:34]([C:44](=[O:45])[C:43]3[CH:47]=[CH:48][C:40]([F:39])=[CH:41][CH:42]=3)[CH2:33][CH2:32]2)=[O:30])[C@H:17]([C:19]2[C:27]3[C:22](=[CH:23][CH:24]=[CH:25][CH:26]=3)[NH:21][CH:20]=2)[CH3:18])=[O:15])[CH:12]=1)[CH3:5]. The yield is 0.350. (4) The reactants are [Cl:1][C:2]1[CH:3]=[CH:4][C:5]([N:11]=[CH:12][CH2:13][N+:14]([O-:16])=[O:15])=[C:6]([CH:10]=1)[C:7](O)=[O:8].C([O-])([O-])=O.[K+].[K+]. The catalyst is C(OC(=O)C)(=O)C. The product is [Cl:1][C:2]1[CH:10]=[C:6]2[C:5](=[CH:4][CH:3]=1)[N:11]=[CH:12][C:13]([N+:14]([O-:16])=[O:15])=[C:7]2[OH:8]. The yield is 0.760. (5) The reactants are Br[C:2]1[S:6][C:5]([C:7]2[N:11]3[N:12]=[C:13]([CH3:21])[CH:14]=[C:15]([CH:16]([CH2:19][CH3:20])[CH2:17][CH3:18])[C:10]3=[N:9][C:8]=2[CH3:22])=[C:4]([CH3:23])[CH:3]=1.C1COCC1.C([Li])CCC.[O:34]1[CH2:39][CH2:38][C:37](=[O:40])[CH2:36][CH2:35]1. The catalyst is CCOC(C)=O. The product is [CH2:17]([CH:16]([C:15]1[C:10]2[N:11]([C:7]([C:5]3[S:6][C:2]([C:37]4([OH:40])[CH2:38][CH2:39][O:34][CH2:35][CH2:36]4)=[CH:3][C:4]=3[CH3:23])=[C:8]([CH3:22])[N:9]=2)[N:12]=[C:13]([CH3:21])[CH:14]=1)[CH2:19][CH3:20])[CH3:18]. The yield is 0.600. (6) The reactants are [CH2:1]1[CH:5]2[C@@H:6]3C=C[C@H]([CH:4]2C=[CH:2]1)C3.[CH3:11][O:12][C:13](=[O:16])[CH:14]=[CH2:15].C1(C=CC(O)=CC=1)O. No catalyst specified. The product is [CH3:11][O:12][C:13]([CH:14]1[CH2:4][CH:5]2[CH2:6][CH:15]1[CH:2]=[CH:1]2)=[O:16]. The yield is 0.576. (7) The reactants are C(NC(C)C)(C)C.C([Li])CCC.[CH3:13][O:14][C:15](=[O:27])[CH2:16][C:17]1[CH:22]=[CH:21][C:20]([S:23]([CH3:26])(=[O:25])=[O:24])=[CH:19][CH:18]=1.I[CH2:29][CH:30]1[CH2:34][CH2:33][CH:32]([O:35][CH:36]2[CH2:41][CH2:40][CH2:39][CH2:38][O:37]2)[CH2:31]1. The catalyst is O1CCCC1.CN1CCCN(C)C1=O. The product is [CH3:13][O:14][C:15](=[O:27])[CH:16]([C:17]1[CH:18]=[CH:19][C:20]([S:23]([CH3:26])(=[O:24])=[O:25])=[CH:21][CH:22]=1)[CH2:29][CH:30]1[CH2:34][CH2:33][CH:32]([O:35][CH:36]2[CH2:41][CH2:40][CH2:39][CH2:38][O:37]2)[CH2:31]1. The yield is 0.540. (8) The reactants are [Cl:1][C:2]1[CH:3]=[CH:4][C:5]2[O:10][C:9]([CH3:14])([C:11]([OH:13])=O)[CH2:8][NH:7][C:6]=2[CH:15]=1.CCN=C=NCCCN(C)C.C1C=CC2N(O)N=NC=2C=1.CCN(C(C)C)C(C)C.[F:46][C:47]1[CH:61]=[CH:60][C:50]([CH2:51][C:52]2([C:58]#[N:59])[CH2:57][CH2:56][NH:55][CH2:54][CH2:53]2)=[CH:49][CH:48]=1. The catalyst is CN(C=O)C. The product is [Cl:1][C:2]1[CH:3]=[CH:4][C:5]2[O:10][C:9]([CH3:14])([C:11]([N:55]3[CH2:56][CH2:57][C:52]([CH2:51][C:50]4[CH:49]=[CH:48][C:47]([F:46])=[CH:61][CH:60]=4)([C:58]#[N:59])[CH2:53][CH2:54]3)=[O:13])[CH2:8][NH:7][C:6]=2[CH:15]=1. The yield is 0.425. (9) The reactants are C(N1C=CN=C1)(N1C=CN=C1)=O.[Br:13][C:14]1[S:26][C:17]2=[N:18][CH:19]=[C:20]([C:23]([OH:25])=O)[C:21]([OH:22])=[C:16]2[CH:15]=1.[Cl:27][C:28]1[CH:35]=[CH:34][C:31]([CH2:32][NH2:33])=[CH:30][CH:29]=1.CC(O)=O. The catalyst is CN(C=O)C. The product is [Br:13][C:14]1[S:26][C:17]2=[N:18][CH:19]=[C:20]([C:23]([NH:33][CH2:32][C:31]3[CH:34]=[CH:35][C:28]([Cl:27])=[CH:29][CH:30]=3)=[O:25])[C:21]([OH:22])=[C:16]2[CH:15]=1. The yield is 0.740. (10) The reactants are [Br:1][C:2]1[CH:3]=[C:4]([N:8]2[C:12]3[CH2:13][CH2:14][C:15](O)([CH3:16])[C:11]=3[C:10]([C:18]([O:20][CH2:21][CH3:22])=[O:19])=[N:9]2)[CH:5]=[CH:6][CH:7]=1.C([SiH](CC)CC)C.B(F)(F)F.CCOCC. The catalyst is ClCCl. The product is [Br:1][C:2]1[CH:3]=[C:4]([N:8]2[C:12]3[CH2:13][CH2:14][CH:15]([CH3:16])[C:11]=3[C:10]([C:18]([O:20][CH2:21][CH3:22])=[O:19])=[N:9]2)[CH:5]=[CH:6][CH:7]=1. The yield is 0.250.